Dataset: Forward reaction prediction with 1.9M reactions from USPTO patents (1976-2016). Task: Predict the product of the given reaction. (1) Given the reactants [Br:1][C:2]1[C:10]2[C:5](=[N:6][C:7](SC)=[N:8][CH:9]=2)[NH:4][N:3]=1.ClC1C=C(C=CC=1)C(OO)=O.[CH2:24]([NH2:28])[CH2:25][CH2:26][CH3:27], predict the reaction product. The product is: [Br:1][C:2]1[C:10]2[C:5](=[N:6][C:7]([NH:28][CH2:24][CH2:25][CH2:26][CH3:27])=[N:8][CH:9]=2)[NH:4][N:3]=1. (2) Given the reactants [Br:1][C:2]1[CH:7]=[CH:6][CH:5]=[C:4](I)[CH:3]=1.[CH2:9]([OH:13])[CH2:10][C:11]#[CH:12], predict the reaction product. The product is: [Br:1][C:2]1[CH:3]=[C:4]([C:12]#[C:11][CH2:10][CH2:9][OH:13])[CH:5]=[CH:6][CH:7]=1. (3) Given the reactants [Cl:1][C:2]1[CH:7]=[CH:6][N:5]=[C:4]2[NH:8][N:9]=[C:10]([I:11])[C:3]=12.C([O-])([O-])=O.[K+].[K+].[CH3:18][O:19][C:20]1[CH:25]=[CH:24][C:23]([CH2:26]Cl)=[CH:22][CH:21]=1, predict the reaction product. The product is: [Cl:1][C:2]1[CH:7]=[CH:6][N:5]=[C:4]2[N:8]([CH2:26][C:23]3[CH:24]=[CH:25][C:20]([O:19][CH3:18])=[CH:21][CH:22]=3)[N:9]=[C:10]([I:11])[C:3]=12. (4) Given the reactants [N:1]([CH2:4][CH2:5][C@H:6]([NH:15][C:16]([O:18][C:19]([CH3:22])([CH3:21])[CH3:20])=[O:17])[C:7]([O:9][CH:10]1[CH2:14][CH2:13][CH2:12][CH2:11]1)=[O:8])=[N+]=[N-].C(O)(=O)C, predict the reaction product. The product is: [NH2:1][CH2:4][CH2:5][C@H:6]([NH:15][C:16]([O:18][C:19]([CH3:22])([CH3:21])[CH3:20])=[O:17])[C:7]([O:9][CH:10]1[CH2:11][CH2:12][CH2:13][CH2:14]1)=[O:8]. (5) Given the reactants [C:1]([O-:6])(=[O:5])[CH:2]([CH3:4])[OH:3].[NH4+:7].C(O)CCCCCCCCCCC, predict the reaction product. The product is: [C:1]([O-:6])(=[O:5])[CH:2]([CH3:4])[OH:3].[NH4+:7].[C:1]([OH:6])(=[O:5])[CH:2]([CH3:4])[OH:3]. (6) Given the reactants [C:1]([O:5][C:6]([N:8]1[CH2:12][CH2:11][CH:10]([C:13]2[S:17][CH:16]=[C:15]([C:18]([OH:20])=O)[C:14]=2[CH3:21])[CH2:9]1)=[O:7])([CH3:4])([CH3:3])[CH3:2].Cl.[NH2:23][CH2:24][C:25]1[C:26](=[O:33])[NH:27][C:28]([CH3:32])=[CH:29][C:30]=1[CH3:31].CN1CCOCC1.C1C=NC2N(O)N=NC=2C=1.C(Cl)CCl, predict the reaction product. The product is: [CH3:31][C:30]1[CH:29]=[C:28]([CH3:32])[NH:27][C:26](=[O:33])[C:25]=1[CH2:24][NH:23][C:18]([C:15]1[C:14]([CH3:21])=[C:13]([CH:10]2[CH2:11][CH2:12][N:8]([C:6]([O:5][C:1]([CH3:2])([CH3:3])[CH3:4])=[O:7])[CH2:9]2)[S:17][CH:16]=1)=[O:20]. (7) Given the reactants [Cl:1][C:2]1[CH:3]=[C:4]([CH2:14][O:15][C:16]2[CH:21]=[CH:20][C:19]([CH2:22][CH:23]([CH3:27])[C:24]([OH:26])=[O:25])=[CH:18][C:17]=2[F:28])[C:5]2[O:9][C:8]([CH3:11])([CH3:10])[C:7](=[O:12])[C:6]=2[CH:13]=1.[BH4-].[Na+].O, predict the reaction product. The product is: [Cl:1][C:2]1[CH:3]=[C:4]([CH2:14][O:15][C:16]2[CH:21]=[CH:20][C:19]([CH2:22][CH:23]([CH3:27])[C:24]([OH:26])=[O:25])=[CH:18][C:17]=2[F:28])[C:5]2[O:9][C:8]([CH3:11])([CH3:10])[CH:7]([OH:12])[C:6]=2[CH:13]=1. (8) Given the reactants [N:1]([CH2:4][CH:5]([C:7]1[C:12]2[O:13][CH2:14][C:15](=[O:17])[NH:16][C:11]=2[C:10]([O:18][CH2:19][C:20]2C=CC=CC=2)=[CH:9][CH:8]=1)[OH:6])=[N+]=[N-].[H][H].C([OH:30])C, predict the reaction product. The product is: [C:19]([OH:30])(=[O:18])[CH3:20].[NH2:1][CH2:4][CH:5]([C:7]1[C:12]2[O:13][CH2:14][C:15](=[O:17])[NH:16][C:11]=2[C:10]([OH:18])=[CH:9][CH:8]=1)[OH:6].